Dataset: Forward reaction prediction with 1.9M reactions from USPTO patents (1976-2016). Task: Predict the product of the given reaction. (1) The product is: [Cl:16][C:14]1[CH:13]=[CH:12][N:11]=[C:10]2[N:9]([CH2:17][C:18]3[CH:23]=[CH:22][C:21]([S:24]([CH3:27])(=[O:26])=[O:25])=[CH:20][CH:19]=3)[C:8]([CH3:28])=[C:7]([CH2:6][C:5]([OH:29])=[O:4])[C:15]=12. Given the reactants [OH-].[Na+].C[O:4][C:5](=[O:29])[CH2:6][C:7]1[C:15]2[C:10](=[N:11][CH:12]=[CH:13][C:14]=2[Cl:16])[N:9]([CH2:17][C:18]2[CH:23]=[CH:22][C:21]([S:24]([CH3:27])(=[O:26])=[O:25])=[CH:20][CH:19]=2)[C:8]=1[CH3:28], predict the reaction product. (2) Given the reactants [NH:1]1[C:9]2[C:4](=[CH:5][CH:6]=[CH:7][CH:8]=2)[C:3](/[CH:10]=[C:11]2\[O:12][C:13]3[C:20]([CH2:21][CH2:22][CH:23]4[CH2:28][CH2:27][N:26](C(OC(C)(C)C)=O)[CH2:25][CH2:24]4)=[C:19]([O:36][CH3:37])[C:18]([F:38])=[CH:17][C:14]=3[C:15]\2=[O:16])=[N:2]1.Cl, predict the reaction product. The product is: [NH:1]1[C:9]2[C:4](=[CH:5][CH:6]=[CH:7][CH:8]=2)[C:3](/[CH:10]=[C:11]2\[O:12][C:13]3[C:20]([CH2:21][CH2:22][CH:23]4[CH2:28][CH2:27][NH:26][CH2:25][CH2:24]4)=[C:19]([O:36][CH3:37])[C:18]([F:38])=[CH:17][C:14]=3[C:15]\2=[O:16])=[N:2]1. (3) Given the reactants [F:1][C:2]1[CH:30]=[CH:29][C:5]2[N:6]=[C:7]([NH:9][C@H:10]3[CH2:14][CH2:13][CH2:12][C@@H:11]3[NH:15][C:16](=[O:28])[C:17]3[CH:22]=[CH:21][CH:20]=[CH:19][C:18]=3N3C=CC=N3)[S:8][C:4]=2[CH:3]=1.[N:31]1[CH:36]=[CH:35][CH:34]=[N:33][C:32]=1C1C=CC=CC=1C(O)=O.Cl.FC1C=CC2N=C(N[C@H]3CCC[C@@H]3N)SC=2C=1, predict the reaction product. The product is: [F:1][C:2]1[CH:30]=[CH:29][C:5]2[N:6]=[C:7]([NH:9][C@H:10]3[CH2:14][CH2:13][CH2:12][C@@H:11]3[NH:15][C:16](=[O:28])[C:17]3[CH:22]=[CH:21][CH:20]=[CH:19][C:18]=3[C:32]3[N:33]=[CH:34][CH:35]=[CH:36][N:31]=3)[S:8][C:4]=2[CH:3]=1. (4) Given the reactants Br[C:2]1[CH:3]=[C:4]2[C:9](=[CH:10][C:11]=1[F:12])[O:8][CH:7]([C:13]1[CH:18]=[CH:17][CH:16]=[CH:15][CH:14]=1)[CH2:6][C:5]2=[O:19].[F:20][C:21]1[C:26](B(O)O)=[CH:25][CH:24]=[CH:23][N:22]=1.C([O-])([O-])=O.[Na+].[Na+].C1C=CC(P(C2C=CC=CC=2)C2C=CC=CC=2)=CC=1, predict the reaction product. The product is: [F:12][C:11]1[CH:10]=[C:9]2[C:4]([C:5](=[O:19])[CH2:6][CH:7]([C:13]3[CH:18]=[CH:17][CH:16]=[CH:15][CH:14]=3)[O:8]2)=[CH:3][C:2]=1[C:26]1[C:21]([F:20])=[N:22][CH:23]=[CH:24][CH:25]=1. (5) Given the reactants [F:1][C:2]1[CH:3]=[C:4]([O:9][CH3:10])[CH:5]=[C:6]([F:8])[CH:7]=1.[CH3:11][O:12]C(Cl)Cl.FC1C=C(F)C=C(OC)C=1C=O, predict the reaction product. The product is: [F:1][C:2]1[CH:3]=[C:4]([O:9][CH3:10])[CH:5]=[C:6]([F:8])[C:7]=1[CH:11]=[O:12].